From a dataset of Forward reaction prediction with 1.9M reactions from USPTO patents (1976-2016). Predict the product of the given reaction. (1) Given the reactants [NH2:1][C:2]1[CH:7]=[C:6]([C:8]([NH:10][CH:11]([CH3:13])[CH3:12])=[O:9])[C:5]([NH:14][C:15]([C:17]2[N:21]([C:22]3[C:27]([Cl:28])=[CH:26][CH:25]=[CH:24][N:23]=3)[N:20]=[C:19]([C:29]([F:32])([F:31])[F:30])[CH:18]=2)=[O:16])=[C:4]([CH3:33])[CH:3]=1.[CH:34](=O)/[CH:35]=[CH:36]/[CH3:37].N, predict the reaction product. The product is: [CH:11]([NH:10][C:8]([C:6]1[C:7]2[CH:34]=[CH:35][C:36]([CH3:37])=[N:1][C:2]=2[CH:3]=[C:4]([CH3:33])[C:5]=1[NH:14][C:15]([C:17]1[N:21]([C:22]2[C:27]([Cl:28])=[CH:26][CH:25]=[CH:24][N:23]=2)[N:20]=[C:19]([C:29]([F:32])([F:31])[F:30])[CH:18]=1)=[O:16])=[O:9])([CH3:13])[CH3:12]. (2) The product is: [OH:17][CH2:16][C:15]([N:51]1[CH2:52][CH2:53][C@@H:49]([O:48][C:43]2[CH:42]=[CH:41][C:40]([C:36]3[N:35]=[C:34]([NH:33][C:30]4[CH:29]=[CH:28][C:27]([N:24]5[CH2:23][CH2:22][N:21]([CH3:20])[CH2:26][CH2:25]5)=[CH:32][CH:31]=4)[N:39]=[CH:38][N:37]=3)=[CH:47][C:44]=2[C:45]#[N:46])[CH2:50]1)=[O:19]. Given the reactants CN1CCN(C2C=CC(N)=CC=2)CC1.[C:15]([OH:19])(=O)[CH2:16][OH:17].[CH3:20][N:21]1[CH2:26][CH2:25][N:24]([C:27]2[CH:32]=[CH:31][C:30]([NH:33][C:34]3[N:39]=[CH:38][N:37]=[C:36]([C:40]4[CH:41]=[CH:42][C:43]([O:48][C@@H:49]5[CH2:53][CH2:52][NH:51][CH2:50]5)=[C:44]([CH:47]=4)[C:45]#[N:46])[N:35]=3)=[CH:29][CH:28]=2)[CH2:23][CH2:22]1, predict the reaction product. (3) Given the reactants [NH2:1][C:2]1[CH:7]=[CH:6][C:5]([C:8]2[CH:9]=[CH:10][C:11]3[N:12]([N:14]=[C:15]([NH:17][C:18]4[CH:25]=[CH:24][CH:23]=[CH:22][C:19]=4[C:20]#[N:21])[N:16]=3)[CH:13]=2)=[CH:4][CH:3]=1.N1C=CC=CC=1.[C:32](Cl)(=[O:34])[CH3:33].C(=O)(O)[O-].[Na+], predict the reaction product. The product is: [C:20]([C:19]1[CH:22]=[CH:23][CH:24]=[CH:25][C:18]=1[NH:17][C:15]1[N:16]=[C:11]2[CH:10]=[CH:9][C:8]([C:5]3[CH:4]=[CH:3][C:2]([NH:1][C:32](=[O:34])[CH3:33])=[CH:7][CH:6]=3)=[CH:13][N:12]2[N:14]=1)#[N:21]. (4) Given the reactants C(OC([N:8]1[CH2:11][C:10](=O)[CH2:9]1)=O)(C)(C)C.[C-]#N.[K+].[C:16](=[O:19])([O-])[O-].[NH4+:20].[NH4+:21].[CH2:22]([OH:24])C, predict the reaction product. The product is: [CH2:11]1[C:10]2([NH:21][C:22](=[O:24])[NH:20][C:16]2=[O:19])[CH2:9][NH:8]1. (5) Given the reactants Cl.[N:2]1[CH:7]=[CH:6][CH:5]=[CH:4][C:3]=1[N:8]([CH2:33][CH2:34][C:35]([O:37][CH2:38][CH3:39])=[O:36])[C:9]([C:11]1[CH:32]=[CH:31][C:14]2[N:15]([CH3:30])[C:16]([CH2:18][N:19]([C:21]3[CH:26]=[CH:25][C:24]([C:27](=[NH:29])[NH2:28])=[CH:23][CH:22]=3)[CH3:20])=[N:17][C:13]=2[CH:12]=1)=[O:10].Cl[C:41]([O:43][CH2:44][CH2:45][CH2:46][CH3:47])=[O:42], predict the reaction product. The product is: [N:2]1[CH:7]=[CH:6][CH:5]=[CH:4][C:3]=1[N:8]([CH2:33][CH2:34][C:35]([O:37][CH2:38][CH3:39])=[O:36])[C:9]([C:11]1[CH:32]=[CH:31][C:14]2[N:15]([CH3:30])[C:16]([CH2:18][N:19]([C:21]3[CH:26]=[CH:25][C:24]([C:27](=[NH:28])[NH:29][C:41]([O:43][CH2:44][CH2:45][CH2:46][CH3:47])=[O:42])=[CH:23][CH:22]=3)[CH3:20])=[N:17][C:13]=2[CH:12]=1)=[O:10]. (6) Given the reactants [CH3:1][N:2]([C:13](=[O:22])[CH2:14][CH2:15][C:16]1[CH:21]=[CH:20][CH:19]=[CH:18][CH:17]=1)[C:3]1[CH:12]=[CH:11][C:6]([C:7](OC)=[O:8])=[CH:5][CH:4]=1.O.[NH2:24][NH2:25], predict the reaction product. The product is: [NH:24]([C:7]([C:6]1[CH:11]=[CH:12][C:3]([N:2]([CH3:1])[C:13](=[O:22])[CH2:14][CH2:15][C:16]2[CH:21]=[CH:20][CH:19]=[CH:18][CH:17]=2)=[CH:4][CH:5]=1)=[O:8])[NH2:25].